From a dataset of Forward reaction prediction with 1.9M reactions from USPTO patents (1976-2016). Predict the product of the given reaction. (1) The product is: [C:1]([N:4]1[CH2:5][CH2:6][CH:7]([C:10]([N:12]2[CH2:17][CH2:16][C@@H:15]([NH:18][CH3:19])[C@H:14]([C:26]3[CH:31]=[CH:30][C:29]([Cl:32])=[C:28]([Cl:33])[CH:27]=3)[CH2:13]2)=[O:11])[CH2:8][CH2:9]1)(=[O:3])[CH3:2]. Given the reactants [C:1]([N:4]1[CH2:9][CH2:8][CH:7]([C:10]([N:12]2[CH2:17][CH2:16][C@@H:15]([N:18](C)[C:19](=O)C(F)(F)F)[C@H:14]([C:26]3[CH:31]=[CH:30][C:29]([Cl:32])=[C:28]([Cl:33])[CH:27]=3)[CH2:13]2)=[O:11])[CH2:6][CH2:5]1)(=[O:3])[CH3:2].C(=O)([O-])[O-].[K+].[K+], predict the reaction product. (2) Given the reactants C(O[C:5]([O:7][C:8]1[CH:17]=[CH:16][C:15]2[NH:14][C:13](=[O:18])[C:12]3[S:19][CH:20]=[CH:21][C:11]=3[C:10]=2[C:9]=1[C:22]1[CH:27]=[CH:26][C:25]([CH:28]([NH:30][C:31](=[O:37])[O:32][C:33]([CH3:36])([CH3:35])[CH3:34])[CH3:29])=[CH:24][CH:23]=1)=[O:6])(C)C.[C:38](OC(=O)C)(=O)C, predict the reaction product. The product is: [C:5]([O:7][C:8]1[CH:17]=[CH:16][C:15]2[NH:14][C:13](=[O:18])[C:12]3[S:19][CH:20]=[CH:21][C:11]=3[C:10]=2[C:9]=1[C:22]1[CH:27]=[CH:26][C:25]([CH:28]([NH:30][C:31]([O:32][C:33]([CH3:35])([CH3:34])[CH3:36])=[O:37])[CH3:29])=[CH:24][CH:23]=1)(=[O:6])[CH3:38]. (3) Given the reactants [OH-:1].[K+].[CH3:3][C:4]1[NH:8][C:7](=[O:9])[N:6]([C:10]2[CH:15]=[CH:14][C:13]([S:16][C:17]3[CH:18]=[C:19]([C:23]4([C:29](N)=[O:30])[CH2:28][CH2:27][O:26][CH2:25][CH2:24]4)[CH:20]=[CH:21][CH:22]=3)=[CH:12][CH:11]=2)[N:5]=1, predict the reaction product. The product is: [CH3:3][C:4]1[NH:8][C:7](=[O:9])[N:6]([C:10]2[CH:15]=[CH:14][C:13]([S:16][C:17]3[CH:18]=[C:19]([C:23]4([C:29]([OH:1])=[O:30])[CH2:24][CH2:25][O:26][CH2:27][CH2:28]4)[CH:20]=[CH:21][CH:22]=3)=[CH:12][CH:11]=2)[N:5]=1. (4) The product is: [CH3:7][O:8][C:9]([C:11]1([C:14]2[O:18][N:17]=[C:16]([C:19]3[CH:24]=[CH:23][C:22]([OH:25])=[CH:21][CH:20]=3)[C:15]=2[C:27]2[CH:32]=[CH:31][CH:30]=[CH:29][CH:28]=2)[CH2:12][CH2:13]1)=[O:10]. Given the reactants B(Br)(Br)Br.CO.[CH3:7][O:8][C:9]([C:11]1([C:14]2[O:18][N:17]=[C:16]([C:19]3[CH:24]=[CH:23][C:22]([O:25]C)=[CH:21][CH:20]=3)[C:15]=2[C:27]2[CH:32]=[CH:31][CH:30]=[CH:29][CH:28]=2)[CH2:13][CH2:12]1)=[O:10], predict the reaction product. (5) Given the reactants [S-:1][C:2]#[N:3].[K+].[NH2:5][C:6]1[CH:7]=[CH:8][C:9]([O:12][C:13]2[CH:18]=[CH:17][C:16]([NH:19][C:20](=[O:26])[O:21][C:22]([CH3:25])([CH3:24])[CH3:23])=[CH:15][C:14]=2[F:27])=[N:10][CH:11]=1.BrBr, predict the reaction product. The product is: [NH2:3][C:2]1[S:1][C:11]2[C:6]([N:5]=1)=[CH:7][CH:8]=[C:9]([O:12][C:13]1[CH:18]=[CH:17][C:16]([NH:19][C:20](=[O:26])[O:21][C:22]([CH3:23])([CH3:24])[CH3:25])=[CH:15][C:14]=1[F:27])[N:10]=2. (6) Given the reactants [F:1][C:2]1[CH:7]=[CH:6][C:5]([F:8])=[CH:4][C:3]=1[C@H:9]1[CH2:13][CH2:12][CH2:11][N:10]1[C:14]1[CH:15]=[CH:16][C:17]2[N:18]([C:20]([NH2:23])=[CH:21][N:22]=2)[N:19]=1.[N:24]([C:27]1[CH:32]=[CH:31][CH:30]=[CH:29][CH:28]=1)=[C:25]=[O:26], predict the reaction product. The product is: [F:1][C:2]1[CH:7]=[CH:6][C:5]([F:8])=[CH:4][C:3]=1[C@H:9]1[CH2:13][CH2:12][CH2:11][N:10]1[C:14]1[CH:15]=[CH:16][C:17]2[N:18]([C:20]([NH:23][C:25]([NH:24][C:27]3[CH:32]=[CH:31][CH:30]=[CH:29][CH:28]=3)=[O:26])=[CH:21][N:22]=2)[N:19]=1. (7) Given the reactants [CH3:1][O:2][C:3]1[CH:10]=[CH:9][CH:8]=[CH:7][C:4]=1[CH:5]=O.[NH2:11][C:12]1[CH:16]=[CH:15][NH:14][N:13]=1.O=[C:18]([CH2:25][CH3:26])[CH2:19][C:20]([O:22][CH2:23][CH3:24])=[O:21], predict the reaction product. The product is: [CH2:25]([C:18]1[NH:11][C:12]2=[N:13][NH:14][CH:15]=[C:16]2[CH:5]([C:4]2[CH:7]=[CH:8][CH:9]=[CH:10][C:3]=2[O:2][CH3:1])[C:19]=1[C:20]([O:22][CH2:23][CH3:24])=[O:21])[CH3:26]. (8) Given the reactants C[O:2][CH2:3][CH2:4][NH:5][C:6]1[N:11]=[CH:10][C:9]([CH:12]([CH3:17])[C:13]([O:15][CH3:16])=[O:14])=[CH:8][CH:7]=1.B(Br)(Br)Br.C([O-])(O)=O.[Na+], predict the reaction product. The product is: [OH:2][CH2:3][CH2:4][NH:5][C:6]1[N:11]=[CH:10][C:9]([CH:12]([CH3:17])[C:13]([O:15][CH3:16])=[O:14])=[CH:8][CH:7]=1.